From a dataset of Reaction yield outcomes from USPTO patents with 853,638 reactions. Predict the reaction yield, written as a fraction of the theoretical maximum amount of product (1.0 means a 100% yield; for example, 0.34 means a 34% yield). (1) The reactants are P(Cl)(Cl)([Cl:3])=O.[Cl:6][C:7]1[CH:12]=[CH:11][CH:10]=[C:9]([Cl:13])[C:8]=1[N:14]1[C:18]2=[N:19][CH:20]=[N:21][C:22](O)=[C:17]2[CH:16]=[N:15]1. No catalyst specified. The product is [Cl:3][C:22]1[N:21]=[CH:20][N:19]=[C:18]2[N:14]([C:8]3[C:7]([Cl:6])=[CH:12][CH:11]=[CH:10][C:9]=3[Cl:13])[N:15]=[CH:16][C:17]=12. The yield is 0.870. (2) The product is [Cl:28][C:29]1[CH:38]=[CH:37][C:32]([O:33][CH2:34][CH2:35][N:1]2[CH2:2][CH2:3][CH:4]([C:7]3[O:11][C:10]([C:12]4[CH:13]=[CH:14][N:15]=[CH:16][CH:17]=4)=[C:9]([C:18]4[CH:19]=[C:20]5[C:24](=[CH:25][CH:26]=4)[C:23](=[O:27])[CH2:22][CH2:21]5)[CH:8]=3)[CH2:5][CH2:6]2)=[CH:31][CH:30]=1. The yield is 0.650. No catalyst specified. The reactants are [NH:1]1[CH2:6][CH2:5][CH:4]([C:7]2[O:11][C:10]([C:12]3[CH:17]=[CH:16][N:15]=[CH:14][CH:13]=3)=[C:9]([C:18]3[CH:19]=[C:20]4[C:24](=[CH:25][CH:26]=3)[C:23](=[O:27])[CH2:22][CH2:21]4)[CH:8]=2)[CH2:3][CH2:2]1.[Cl:28][C:29]1[CH:38]=[CH:37][C:32]([O:33][CH2:34][CH:35]=O)=[CH:31][CH:30]=1. (3) The yield is 0.685. The product is [F:27][C:28]1[CH:29]=[C:30]([NH:31][CH:3]([C:5]2[CH:6]=[C:7]([C:22]([N:24]([CH3:26])[CH3:25])=[O:23])[CH:8]=[C:9]3[C:14]=2[O:13][C:12]([N:15]2[CH2:20][CH2:19][O:18][CH2:17][CH2:16]2)=[CH:11][C:10]3=[O:21])[CH3:4])[CH:32]=[C:33]([F:35])[CH:34]=1. The catalyst is CN(C=O)C. The reactants are Br.Br[CH:3]([C:5]1[CH:6]=[C:7]([C:22]([N:24]([CH3:26])[CH3:25])=[O:23])[CH:8]=[C:9]2[C:14]=1[O:13][C:12]([N:15]1[CH2:20][CH2:19][O:18][CH2:17][CH2:16]1)=[CH:11][C:10]2=[O:21])[CH3:4].[F:27][C:28]1[CH:29]=[C:30]([CH:32]=[C:33]([F:35])[CH:34]=1)[NH2:31]. (4) The catalyst is CO. The product is [NH2:10][C:8]1[S:9][C:5]([S:1]([NH2:2])(=[O:4])=[O:3])=[N:6][N:7]=1. The reactants are [S:1]([C:5]1[S:9][C:8]([NH:10]C(=O)C)=[N:7][N:6]=1)(=[O:4])(=[O:3])[NH2:2].Cl. The yield is 0.980. (5) The reactants are [Cl:1][C:2]1[CH:28]=[CH:27][C:5]2[C:6](=[O:26])[N:7]=[C:8]([C:10]3[CH:15]=[C:14]([CH2:16][CH2:17][C:18]([O:20]C(C)(C)C)=[O:19])[CH:13]=[C:12]([CH3:25])[N:11]=3)[S:9][C:4]=2[CH:3]=1. The catalyst is FC(F)(F)C(O)=O. The product is [Cl:1][C:2]1[CH:28]=[CH:27][C:5]2[C:6](=[O:26])[N:7]=[C:8]([C:10]3[CH:15]=[C:14]([CH2:16][CH2:17][C:18]([OH:20])=[O:19])[CH:13]=[C:12]([CH3:25])[N:11]=3)[S:9][C:4]=2[CH:3]=1. The yield is 0.820. (6) The reactants are [F:1][C:2]1[CH:7]=[CH:6][C:5]([C:8]2[O:9][C:10]3[CH:20]=[C:19]([N:21]([CH3:26])[S:22]([CH3:25])(=[O:24])=[O:23])[C:18](B4OC(C)(C)C(C)(C)O4)=[CH:17][C:11]=3[C:12]=2[C:13]([NH:15][CH3:16])=[O:14])=[CH:4][CH:3]=1.[CH2:36]([O:43][CH2:44][CH:45]([C:47]1[C:48]([Cl:54])=[N:49][C:50](Br)=[CH:51][CH:52]=1)[F:46])[C:37]1[CH:42]=[CH:41][CH:40]=[CH:39][CH:38]=1.C([O-])([O-])=O.[K+].[K+]. The catalyst is O1CCOCC1.O.C1C=CC(P(C2C=CC=CC=2)[C-]2C=CC=C2)=CC=1.C1C=CC(P(C2C=CC=CC=2)[C-]2C=CC=C2)=CC=1.Cl[Pd]Cl.[Fe+2]. The product is [CH2:36]([O:43][CH2:44][CH:45]([C:47]1[CH:52]=[CH:51][C:50]([C:18]2[C:19]([N:21]([CH3:26])[S:22]([CH3:25])(=[O:24])=[O:23])=[CH:20][C:10]3[O:9][C:8]([C:5]4[CH:6]=[CH:7][C:2]([F:1])=[CH:3][CH:4]=4)=[C:12]([C:13]([NH:15][CH3:16])=[O:14])[C:11]=3[CH:17]=2)=[N:49][C:48]=1[Cl:54])[F:46])[C:37]1[CH:38]=[CH:39][CH:40]=[CH:41][CH:42]=1. The yield is 0.670. (7) The reactants are C[O:2][C:3]([C:5]1[CH:17]=[CH:16][C:8]2[CH:9]=[C:10]([CH2:12][N:13]([CH3:15])[CH3:14])[O:11][C:7]=2[CH:6]=1)=O.[NH2:18][NH2:19]. The catalyst is CO. The product is [CH3:14][N:13]([CH2:12][C:10]1[O:11][C:7]2[CH:6]=[C:5]([C:3]([NH:18][NH2:19])=[O:2])[CH:17]=[CH:16][C:8]=2[CH:9]=1)[CH3:15]. The yield is 0.510. (8) The reactants are [CH3:1][C:2]([O:5][C:6]([NH:8][CH2:9][C@H:10]1[CH2:14][CH2:13][CH2:12][N:11]1[C:15]([O:17][CH2:18][C:19]1[CH:24]=[CH:23][CH:22]=[CH:21][CH:20]=1)=[O:16])=[O:7])([CH3:4])[CH3:3].[CH3:25]I.[H-].[Na+].O. The catalyst is CN(C=O)C. The product is [CH3:25][N:8]([CH2:9][C@H:10]1[CH2:14][CH2:13][CH2:12][N:11]1[C:15]([O:17][CH2:18][C:19]1[CH:24]=[CH:23][CH:22]=[CH:21][CH:20]=1)=[O:16])[C:6]([O:5][C:2]([CH3:1])([CH3:3])[CH3:4])=[O:7]. The yield is 0.970.